Dataset: Full USPTO retrosynthesis dataset with 1.9M reactions from patents (1976-2016). Task: Predict the reactants needed to synthesize the given product. (1) Given the product [Cl:1][C:2]1[C:7]([Cl:8])=[CH:6][CH:5]=[CH:4][C:3]=1[C:9]1[N:14]([CH2:15][C:16]2[CH:17]=[CH:18][C:19]([C:22]([CH3:24])([CH3:23])[CH3:25])=[CH:20][CH:21]=2)[C:13](=[O:26])[C:12]([C:46]([NH:47][CH2:61][C:62]([OH:64])=[O:63])=[O:72])=[C:11]([OH:27])[N:10]=1, predict the reactants needed to synthesize it. The reactants are: [Cl:1][C:2]1[C:7]([Cl:8])=[CH:6][CH:5]=[CH:4][C:3]=1[C:9]1[N:14]([CH2:15][C:16]2[CH:21]=[CH:20][C:19]([C:22]([CH3:25])([CH3:24])[CH3:23])=[CH:18][CH:17]=2)[C:13](=[O:26])[CH:12]=[C:11]([OH:27])[N:10]=1.[Cl-].C[Al+]C.CCCCCC.C(C1C=CC([CH2:46][NH2:47])=CC=1)(C)(C)C.ClC1C(Cl)=CC=CC=1C#N.C(OCC)(=O)[CH2:61][C:62]([O:64]CC)=[O:63].C[O-:72].[Na+].CO. (2) Given the product [CH2:1]([O:5][C:6]1[CH:7]=[C:8]2[C:13](=[CH:14][C:15]=1[O:16][CH3:17])[C:12]([C:18](=[O:30])[C:19]1[CH:24]=[CH:23][CH:22]=[C:21]([O:25][CH3:26])[CH:20]=1)=[N:11][CH:10]=[C:9]2[CH:27]=[O:28])[CH2:2][CH2:3][CH3:4], predict the reactants needed to synthesize it. The reactants are: [CH2:1]([O:5][C:6]1[CH:7]=[C:8]2[C:13](=[CH:14][C:15]=1[O:16][CH3:17])[C:12]([CH2:18][C:19]1[CH:24]=[CH:23][CH:22]=[C:21]([O:25][CH3:26])[CH:20]=1)=[N:11][CH:10]=[C:9]2[CH:27]=[O:28])[CH2:2][CH2:3][CH3:4].[Se](=O)=[O:30].C(OCC)(=O)C.CCCCCC. (3) Given the product [CH3:42][O:41][C:31](=[O:36])[C:28]1[CH:29]=[CH:30][C:25]([O:24][Si:23]([C:19]([CH3:20])([CH3:21])[CH3:22])([CH3:39])[CH3:40])=[C:26]([O:37][CH3:38])[CH:27]=1, predict the reactants needed to synthesize it. The reactants are: [F-].C([N+](CCCC)(CCCC)CCCC)CCC.[C:19]([Si:23]([CH3:40])([CH3:39])[O:24][C:25]1[CH:30]=[CH:29][C:28]([C:31]([OH:36])(CC)CC)=[CH:27][C:26]=1[O:37][CH3:38])([CH3:22])([CH3:21])[CH3:20].[O:41]1CCC[CH2:42]1. (4) Given the product [NH2:1][C:2]1[CH:10]=[CH:9][C:8]([Br:11])=[CH:7][C:3]=1[C:4]([NH:1][C:2]1[CH:10]=[CH:9][CH:8]=[CH:7][CH:3]=1)=[O:6], predict the reactants needed to synthesize it. The reactants are: [NH2:1][C:2]1[CH:10]=[CH:9][C:8]([Br:11])=[CH:7][C:3]=1[C:4]([OH:6])=O.O=S(Cl)Cl.